This data is from Catalyst prediction with 721,799 reactions and 888 catalyst types from USPTO. The task is: Predict which catalyst facilitates the given reaction. (1) Reactant: Br[Si](C)(C)C.C[O:7][P:8]([CH:12]([O:17][CH:18]1[CH2:22][CH2:21][CH:20]([N:23]2[CH:28]=[C:27]([F:29])[C:26](=[O:30])[NH:25][C:24]2=[O:31])[CH2:19]1)[C:13]([O:15]C)=[O:14])([O:10]C)=[O:9].CO.[OH-].[Li+]. Product: [F:29][C:27]1[C:26](=[O:30])[NH:25][C:24](=[O:31])[N:23]([CH:20]2[CH2:21][CH2:22][CH:18]([O:17][CH:12]([P:8]([OH:10])([OH:9])=[O:7])[C:13]([OH:15])=[O:14])[CH2:19]2)[CH:28]=1. The catalyst class is: 47. (2) Reactant: [F:1][C:2]1[CH:7]=[C:6]([S:8]([CH3:11])(=[O:10])=[O:9])[CH:5]=[C:4]([F:12])[C:3]=1[NH:13][C@H:14]1[CH2:19][CH2:18][CH2:17][N:16]([CH:20]2[CH2:25][CH2:24][NH:23][CH2:22][CH2:21]2)[C:15]1=[O:26].C(=O)([O-])[O-].[K+].[K+].[N:33]#[C:34]Br.[OH-].[Na+]. Product: [F:12][C:4]1[CH:5]=[C:6]([S:8]([CH3:11])(=[O:10])=[O:9])[CH:7]=[C:2]([F:1])[C:3]=1[NH:13][C@H:14]1[CH2:19][CH2:18][CH2:17][N:16]([CH:20]2[CH2:21][CH2:22][N:23]([C:34]#[N:33])[CH2:24][CH2:25]2)[C:15]1=[O:26]. The catalyst class is: 10. (3) Reactant: [Br:1][C:2]1[CH:3]=[C:4]2[C@:15]3([CH2:19][O:18][C:17]([NH2:20])=[N:16]3)[C:14]3[C:9](=[CH:10][CH:11]=[C:12](I)[CH:13]=3)[O:8][C:5]2=[N:6][CH:7]=1.[F:22][C:23]1[C:28](B(O)O)=[CH:27][CH:26]=[CH:25][N:24]=1.C(=O)([O-])[O-].[K+].[K+]. Product: [Br:1][C:2]1[CH:3]=[C:4]2[C@:15]3([CH2:19][O:18][C:17]([NH2:20])=[N:16]3)[C:14]3[C:9](=[CH:10][CH:11]=[C:12]([C:28]4[C:23]([F:22])=[N:24][CH:25]=[CH:26][CH:27]=4)[CH:13]=3)[O:8][C:5]2=[N:6][CH:7]=1. The catalyst class is: 73.